Dataset: Forward reaction prediction with 1.9M reactions from USPTO patents (1976-2016). Task: Predict the product of the given reaction. The product is: [Br:1][C:2]1[CH:3]=[CH:4][C:5]([C:9]([O:11][CH3:12])=[O:10])=[N:6][C:7]=1[Cl:15]. Given the reactants [Br:1][C:2]1[CH:3]=[CH:4][C:5]([C:9]([O:11][CH3:12])=[O:10])=[N+:6]([O-])[CH:7]=1.P(Cl)(Cl)([Cl:15])=O.O, predict the reaction product.